Dataset: HIV replication inhibition screening data with 41,000+ compounds from the AIDS Antiviral Screen. Task: Binary Classification. Given a drug SMILES string, predict its activity (active/inactive) in a high-throughput screening assay against a specified biological target. (1) The compound is CNS(=O)(=O)NN(C)S(=O)(=O)c1ccc(OC)cc1. The result is 0 (inactive). (2) The compound is CCOC(=O)c1nc2ccccc2nc1NCc1cc(OC)c(OC)c(OC)c1. The result is 0 (inactive). (3) The drug is O=C1CCCC2=C1CC1=C(CCCC1=O)N2c1cccc2ccccc12. The result is 1 (active). (4) The molecule is COc1cc2c(c(OC)c1OC)-c1ccc(SC)c(=O)cc1C(NC(=O)C(F)(F)F)CC2. The result is 0 (inactive). (5) The drug is CN(C)C=NCc1ccc2c(c1)OCO2. The result is 1 (active). (6) The molecule is CN1CN(c2ccccc2)C2(CCN(CCc3cc4ccccc4o3)CC2)C1=O. The result is 0 (inactive). (7) The molecule is CC(C)=CCCC(C)=CCCC(C)=CCc1c[nH]c2ccccc12. The result is 0 (inactive).